Regression. Given a peptide amino acid sequence and an MHC pseudo amino acid sequence, predict their binding affinity value. This is MHC class II binding data. From a dataset of Peptide-MHC class II binding affinity with 134,281 pairs from IEDB. (1) The peptide sequence is FLVKCQLQNPGVADL. The MHC is DRB4_0101 with pseudo-sequence DRB4_0103. The binding affinity (normalized) is 0.761. (2) The peptide sequence is NRASLMQLISTNVFG. The MHC is HLA-DQA10401-DQB10402 with pseudo-sequence HLA-DQA10401-DQB10402. The binding affinity (normalized) is 0.196. (3) The peptide sequence is CGSYVTKTSGSAASM. The MHC is HLA-DQA10501-DQB10302 with pseudo-sequence HLA-DQA10501-DQB10302. The binding affinity (normalized) is 0.417. (4) The peptide sequence is LAKYKANWIEIMRIK. The MHC is HLA-DQA10301-DQB10302 with pseudo-sequence HLA-DQA10301-DQB10302. The binding affinity (normalized) is 0.184. (5) The MHC is DRB1_1101 with pseudo-sequence DRB1_1101. The binding affinity (normalized) is 0.432. The peptide sequence is RPRWCDERVSSDQSA. (6) The peptide sequence is KDKWIALKESWGAIW. The MHC is HLA-DQA10501-DQB10201 with pseudo-sequence HLA-DQA10501-DQB10201. The binding affinity (normalized) is 0.151. (7) The peptide sequence is DYVVMSAWYKEPN. The MHC is DRB1_1501 with pseudo-sequence DRB1_1501. The binding affinity (normalized) is 0.0894. (8) The peptide sequence is SCGLYKQPGVPVRWK. The MHC is DRB4_0101 with pseudo-sequence DRB4_0103. The binding affinity (normalized) is 0.423. (9) The peptide sequence is KPTAAGPKDNGGACG. The MHC is DRB1_1602 with pseudo-sequence DRB1_1602. The binding affinity (normalized) is 0.493.